From a dataset of Forward reaction prediction with 1.9M reactions from USPTO patents (1976-2016). Predict the product of the given reaction. (1) Given the reactants [CH3:1][CH:2]1[N:7]([C:8]2[CH:17]=[CH:16][CH:15]=[C:14]3[C:9]=2[CH:10]=[CH:11][C:12]([CH3:18])=[N:13]3)[CH2:6][CH2:5][N:4]([CH2:19][CH2:20][C:21]2[CH:22]=[CH:23][C:24]3[O:29][CH2:28][C:27](=[O:30])[NH:26][C:25]=3[CH:31]=2)[CH2:3]1.[CH3:32]I, predict the reaction product. The product is: [CH3:32][N:26]1[C:25]2[CH:31]=[C:21]([CH2:20][CH2:19][N:4]3[CH2:5][CH2:6][N:7]([C:8]4[CH:17]=[CH:16][CH:15]=[C:14]5[C:9]=4[CH:10]=[CH:11][C:12]([CH3:18])=[N:13]5)[CH:2]([CH3:1])[CH2:3]3)[CH:22]=[CH:23][C:24]=2[O:29][CH2:28][C:27]1=[O:30]. (2) The product is: [Br:9][C:10]1[CH:11]=[CH:12][C:13]([CH:16]2[CH2:20][CH2:19][N:18]([S:22]([CH3:21])(=[O:24])=[O:23])[CH2:17]2)=[CH:14][CH:15]=1. Given the reactants C(N(CC)CC)C.Cl.[Br:9][C:10]1[CH:15]=[CH:14][C:13]([CH:16]2[CH2:20][CH2:19][NH:18][CH2:17]2)=[CH:12][CH:11]=1.[CH3:21][S:22](Cl)(=[O:24])=[O:23], predict the reaction product. (3) The product is: [Cl:22][C:23]1[CH:28]=[C:27]([C:2]2[CH:3]=[N:4][N:5]3[CH:10]=[CH:9][C:8]([NH:11][CH:12]([CH3:21])[CH2:13][CH2:14][CH2:15][N:16]([CH2:19][CH3:20])[CH2:17][CH3:18])=[N:7][C:6]=23)[CH:26]=[CH:25][CH:24]=1. Given the reactants Br[C:2]1[CH:3]=[N:4][N:5]2[CH:10]=[CH:9][C:8]([NH:11][CH:12]([CH3:21])[CH2:13][CH2:14][CH2:15][N:16]([CH2:19][CH3:20])[CH2:17][CH3:18])=[N:7][C:6]=12.[Cl:22][C:23]1[CH:24]=[C:25](B(O)O)[CH:26]=[CH:27][CH:28]=1.CC1C=CC=CC=1P(C1C=CC=CC=1C)C1C=CC=CC=1C.C(=O)([O-])O.[Na+], predict the reaction product. (4) Given the reactants [Cl:1][C:2]1[N:7]=[C:6]([NH:8][CH2:9][CH3:10])[C:5]([CH2:11][OH:12])=[CH:4][N:3]=1, predict the reaction product. The product is: [Cl:1][C:2]1[N:7]=[C:6]([NH:8][CH2:9][CH3:10])[C:5]([CH:11]=[O:12])=[CH:4][N:3]=1. (5) Given the reactants [C:1]1([CH2:7][CH2:8][O:9][C@H:10]2[CH2:15][CH2:14][C@H:13]([N:16]3C(=O)C4C(=CC=CC=4)C3=O)[CH2:12][CH2:11]2)[CH:6]=[CH:5][CH:4]=[CH:3][CH:2]=1.O.NN.Cl, predict the reaction product. The product is: [C:1]1([CH2:7][CH2:8][O:9][C@H:10]2[CH2:15][CH2:14][C@H:13]([NH2:16])[CH2:12][CH2:11]2)[CH:2]=[CH:3][CH:4]=[CH:5][CH:6]=1. (6) The product is: [CH2:2]([O:9][C:10]([N:12]1[CH2:16][CH2:15][CH2:14][CH:13]1[C:17]([O:19][CH2:20][CH3:21])=[S:28])=[O:11])[C:3]1[CH:8]=[CH:7][CH:6]=[CH:5][CH:4]=1. Given the reactants Cl.[CH2:2]([O:9][C:10]([N:12]1[CH2:16][CH2:15][CH2:14][CH:13]1[C:17]([O:19][CH2:20][CH3:21])=N)=[O:11])[C:3]1[CH:8]=[CH:7][CH:6]=[CH:5][CH:4]=1.N1C=CC=CC=1.[SH2:28], predict the reaction product. (7) The product is: [CH3:1][S:2]([CH2:3][C:4]([NH:6][C:7]1[CH:12]=[CH:11][CH:10]=[C:9]([C:13]2[C:22]3[C:17](=[CH:18][C:19]([O:28][CH3:29])=[C:20]4[O:25][C:24]([CH3:26])([CH3:27])[CH2:23][C:21]4=3)[CH2:16][C:15]([CH3:31])([CH3:30])[N:14]=2)[CH:8]=1)=[O:5])(=[O:33])=[O:38]. Given the reactants [CH3:1][S:2][CH2:3][C:4]([NH:6][C:7]1[CH:12]=[CH:11][CH:10]=[C:9]([C:13]2[C:22]3[C:17](=[CH:18][C:19]([O:28][CH3:29])=[C:20]4[O:25][C:24]([CH3:27])([CH3:26])[CH2:23][C:21]4=3)[CH2:16][C:15]([CH3:31])([CH3:30])[N:14]=2)[CH:8]=1)=[O:5].I([O-])(=O)(=O)=[O:33].[Na+].[OH2:38], predict the reaction product. (8) Given the reactants [C-]#N.[K+].[N+](C1C=CC(C([C@H:13]([CH2:19][CH2:20][C:21]2[CH:26]=[CH:25][CH:24]=[CH:23][CH:22]=2)[C:14]([O:16][CH2:17][CH3:18])=[O:15])=O)=CC=1)([O-])=O.C([OH:31])C, predict the reaction product. The product is: [OH:31][C@@H:13]([CH2:19][CH2:20][C:21]1[CH:26]=[CH:25][CH:24]=[CH:23][CH:22]=1)[C:14]([O:16][CH2:17][CH3:18])=[O:15]. (9) The product is: [Cl:8][C:9]1[N:17]=[C:16]2[C:12]([N:13]([CH:37]([C:39]3[CH:44]=[CH:43][C:42]([Cl:45])=[CH:41][CH:40]=3)[CH3:38])[CH:14]=[N:15]2)=[C:11]([Cl:46])[N:10]=1. Given the reactants C(O)(C(F)(F)F)=O.[Cl:8][C:9]1[N:17]=[C:16]2[C:12]([N:13]([CH:37]([C:39]3[CH:44]=[CH:43][C:42]([Cl:45])=[CH:41][CH:40]=3)[CH3:38])[CH2:14][N:15]2C(C2C=CC=CC=2)(C2C=CC=CC=2)C2C=CC=CC=2)=[C:11]([Cl:46])[N:10]=1, predict the reaction product. (10) Given the reactants [CH3:1][S:2]([NH:5][C:6]1[CH:14]=[CH:13][C:9]([C:10]([OH:12])=O)=[CH:8][CH:7]=1)(=[O:4])=[O:3].[Cl:15][C:16]1[C:17]([N:23]2[CH2:28][CH2:27][NH:26][CH2:25][CH2:24]2)=[N:18][CH:19]=[C:20]([Cl:22])[CH:21]=1, predict the reaction product. The product is: [Cl:15][C:16]1[C:17]([N:23]2[CH2:28][CH2:27][N:26]([C:10]([C:9]3[CH:8]=[CH:7][C:6]([NH:5][S:2]([CH3:1])(=[O:3])=[O:4])=[CH:14][CH:13]=3)=[O:12])[CH2:25][CH2:24]2)=[N:18][CH:19]=[C:20]([Cl:22])[CH:21]=1.